Dataset: Full USPTO retrosynthesis dataset with 1.9M reactions from patents (1976-2016). Task: Predict the reactants needed to synthesize the given product. Given the product [CH2:1]([O:8][C:9]1[C:10]([NH:20][C:21]([NH:23][C:24]2[CH:29]=[CH:28][C:27]([CH3:30])=[CH:26][CH:25]=2)=[O:22])=[CH:11][C:12]([C:34]2[C:35]([C:41]([OH:43])=[O:42])=[CH:36][CH:37]=[C:32]([F:31])[CH:33]=2)=[CH:13][C:14]=1[CH2:15]/[CH:16]=[CH:17]/[CH3:18])[C:2]1[CH:7]=[CH:6][CH:5]=[CH:4][CH:3]=1, predict the reactants needed to synthesize it. The reactants are: [CH2:1]([O:8][C:9]1[C:14]([CH2:15]/[CH:16]=[CH:17]/[CH3:18])=[CH:13][C:12](Br)=[CH:11][C:10]=1[NH:20][C:21]([NH:23][C:24]1[CH:29]=[CH:28][C:27]([CH3:30])=[CH:26][CH:25]=1)=[O:22])[C:2]1[CH:7]=[CH:6][CH:5]=[CH:4][CH:3]=1.[F:31][C:32]1[CH:33]=[CH:34][C:35]([C:41]([OH:43])=[O:42])=[C:36](B(O)O)[CH:37]=1.BrC1C=C(C(C2C=CC=CC=2)C=C)C(OCCC)=C(NC(NC2C=CC(C)=CC=2)=O)C=1.